Dataset: Full USPTO retrosynthesis dataset with 1.9M reactions from patents (1976-2016). Task: Predict the reactants needed to synthesize the given product. (1) Given the product [F:27][C:28]([F:39])([F:38])[C:29]([O:1][C:2]1[CH:3]=[CH:7][CH:8]=[CH:9][CH:10]=1)=[O:30], predict the reactants needed to synthesize it. The reactants are: [OH:1][C:2]1[CH:10]=[CH:9][C:8](NCC2C(F)=C(F)C(C(F)(F)F)=C(F)C=2F)=[CH:7][C:3]=1C(O)=O.[F:27][C:28]([F:39])([F:38])[C:29](O[C:29](=[O:30])[C:28]([F:39])([F:38])[F:27])=[O:30]. (2) Given the product [NH2:23][C:20]1[CH:21]=[CH:22][C:7]([S:4]([CH:1]2[CH2:2][CH2:3]2)(=[O:6])=[O:5])=[C:8]([CH:19]=1)[CH2:9][N:10]([CH3:18])[C:11](=[O:17])[O:12][C:13]([CH3:16])([CH3:14])[CH3:15], predict the reactants needed to synthesize it. The reactants are: [CH:1]1([S:4]([C:7]2[CH:22]=[CH:21][C:20]([N+:23]([O-])=O)=[CH:19][C:8]=2[CH2:9][N:10]([CH3:18])[C:11](=[O:17])[O:12][C:13]([CH3:16])([CH3:15])[CH3:14])(=[O:6])=[O:5])[CH2:3][CH2:2]1. (3) Given the product [I:2][C:3]1[C:11]2[C:6](=[N:7][CH:8]=[N:9][C:10]=2[NH2:12])[N:5]([CH:13]2[CH2:17][CH2:16][N:15]([CH2:19][CH2:20][O:21][CH3:22])[CH2:14]2)[N:4]=1, predict the reactants needed to synthesize it. The reactants are: Cl.[I:2][C:3]1[C:11]2[C:6](=[N:7][CH:8]=[N:9][C:10]=2[NH2:12])[N:5]([CH:13]2[CH2:17][CH2:16][NH:15][CH2:14]2)[N:4]=1.Br[CH2:19][CH2:20][O:21][CH3:22].C(=O)([O-])[O-].[K+].[K+]. (4) Given the product [C:1]([O:5][C:6]([N:8]1[CH2:9][CH:10]([CH2:12][C:13]([OH:15])=[O:14])[CH2:11]1)=[O:7])([CH3:4])([CH3:2])[CH3:3], predict the reactants needed to synthesize it. The reactants are: [C:1]([O:5][C:6]([N:8]1[CH2:11][CH:10]([CH2:12][C:13]([O:15]CC)=[O:14])[CH2:9]1)=[O:7])([CH3:4])([CH3:3])[CH3:2].[Li+].[OH-]. (5) Given the product [C:1]([O:5][C:6]([N:8]1[CH2:13][CH2:12][CH2:11][CH:10]([CH2:14][NH:15][C:18](=[O:19])[CH2:17][Cl:16])[CH2:9]1)=[O:7])([CH3:4])([CH3:3])[CH3:2], predict the reactants needed to synthesize it. The reactants are: [C:1]([O:5][C:6]([N:8]1[CH2:13][CH2:12][CH2:11][CH:10]([CH2:14][NH2:15])[CH2:9]1)=[O:7])([CH3:4])([CH3:3])[CH3:2].[Cl:16][CH2:17][C:18](Cl)=[O:19].C(N(C(C)C)CC)(C)C.